Dataset: Forward reaction prediction with 1.9M reactions from USPTO patents (1976-2016). Task: Predict the product of the given reaction. (1) Given the reactants [C:1]1([S:7]([CH2:10][C:11]([NH:13][NH2:14])=[O:12])(=[O:9])=[O:8])[CH:6]=[CH:5][CH:4]=[CH:3][CH:2]=1.[I:15]C(C1C=CC=CC=1)C(O)=O.ON1[C:31]2[CH:32]=[CH:33][CH:34]=[CH:35][C:30]=2N=N1.CN1CC[O:40][CH2:39][CH2:38]1.CCN=C=NCCCN(C)C.[NH4+].[Cl-], predict the reaction product. The product is: [I:15][C:30]1[CH:35]=[CH:34][C:33]([CH2:38][C:39]([NH:14][NH:13][C:11](=[O:12])[CH2:10][S:7]([C:1]2[CH:2]=[CH:3][CH:4]=[CH:5][CH:6]=2)(=[O:8])=[O:9])=[O:40])=[CH:32][CH:31]=1. (2) Given the reactants C(O[C:6](=O)[N:7]([C:9]1[CH:14]=[CH:13][C:12]([C:15]2[N:16]=[C:17]([N:34]3[CH2:39][CH2:38][O:37][CH2:36][CH2:35]3)[C:18]3[CH:23]=[C:22]([C:24]4[CH:29]=[CH:28][CH:27]=[C:26]([S:30]([CH3:33])(=[O:32])=[O:31])[CH:25]=4)[S:21][C:19]=3[N:20]=2)=[CH:11][N:10]=1)C)(C)(C)C, predict the reaction product. The product is: [CH3:6][NH:7][C:9]1[CH:14]=[CH:13][C:12]([C:15]2[N:16]=[C:17]([N:34]3[CH2:39][CH2:38][O:37][CH2:36][CH2:35]3)[C:18]3[CH:23]=[C:22]([C:24]4[CH:29]=[CH:28][CH:27]=[C:26]([S:30]([CH3:33])(=[O:32])=[O:31])[CH:25]=4)[S:21][C:19]=3[N:20]=2)=[CH:11][N:10]=1. (3) Given the reactants O[C@@H:2]1[CH2:7][CH2:6][C@H:5]([C:8]2[CH:9]=[C:10]([CH:16]=[CH:17][CH:18]=2)[C:11]([O:13][CH2:14][CH3:15])=[O:12])[CH2:4][CH2:3]1.S(Cl)(C)(=O)=O.[N-:24]=[N+:25]=[N-:26].[Na+], predict the reaction product. The product is: [N:24]([C@H:2]1[CH2:7][CH2:6][C@H:5]([C:8]2[CH:9]=[C:10]([CH:16]=[CH:17][CH:18]=2)[C:11]([O:13][CH2:14][CH3:15])=[O:12])[CH2:4][CH2:3]1)=[N+:25]=[N-:26]. (4) Given the reactants [CH3:1][O:2][C:3](=[O:34])[CH2:4][C:5]1([C:14]2[CH:19]=[CH:18][C:17]([NH:20]C(C3C=CC=CC=3)C3C=CC=CC=3)=[CH:16][CH:15]=2)[C:13]2[C:8](=[CH:9][CH:10]=[CH:11][CH:12]=2)[CH2:7][CH2:6]1.FC(F)(F)C(O)=O, predict the reaction product. The product is: [CH3:1][O:2][C:3](=[O:34])[CH2:4][C:5]1([C:14]2[CH:15]=[CH:16][C:17]([NH2:20])=[CH:18][CH:19]=2)[C:13]2[C:8](=[CH:9][CH:10]=[CH:11][CH:12]=2)[CH2:7][CH2:6]1. (5) Given the reactants [CH:1]1([CH2:4][N:5]2[C:9]3[CH:10]=[CH:11][C:12]([C:18]4[CH:19]=[CH:20][C:21]([CH:25]=[O:26])=[N:22][C:23]=4[F:24])=[C:13]([C:14]([F:17])([F:16])[F:15])[C:8]=3[N:7]=[N:6]2)[CH2:3][CH2:2]1.[BH4-].[Na+], predict the reaction product. The product is: [CH:1]1([CH2:4][N:5]2[C:9]3[CH:10]=[CH:11][C:12]([C:18]4[CH:19]=[CH:20][C:21]([CH2:25][OH:26])=[N:22][C:23]=4[F:24])=[C:13]([C:14]([F:16])([F:15])[F:17])[C:8]=3[N:7]=[N:6]2)[CH2:3][CH2:2]1. (6) Given the reactants [CH2:1]([O:8][CH:9]1[CH2:14][CH2:13][CH:12]([C:15]#[N:16])[CH2:11][CH2:10]1)[C:2]1[CH:7]=[CH:6][CH:5]=[CH:4][CH:3]=1.[Li+].CC([N-]C(C)C)C.Cl[C:26]([O:28][CH2:29][CH3:30])=[O:27].CCOCC, predict the reaction product. The product is: [CH2:1]([O:8][CH:9]1[CH2:14][CH2:13][C:12]([C:15]#[N:16])([C:26]([O:28][CH2:29][CH3:30])=[O:27])[CH2:11][CH2:10]1)[C:2]1[CH:7]=[CH:6][CH:5]=[CH:4][CH:3]=1. (7) The product is: [NH2:1][C:2]1[N:7]=[CH:6][N:5]=[C:4]2[N:8]([C@H:28]3[CH2:29][CH2:30][C@H:31]([N:34]4[CH2:39][CH2:38][O:37][CH2:36][CH2:35]4)[CH2:32][CH2:33]3)[N:9]=[C:10]([C:11]3[CH:16]=[CH:15][C:14]([C:17]([C:19]4[S:20][C:21]5[CH:27]=[CH:26][CH:25]=[CH:24][C:22]=5[N:23]=4)=[O:18])=[CH:13][CH:12]=3)[C:3]=12. Given the reactants [NH2:1][C:2]1[N:7]=[CH:6][N:5]=[C:4]2[N:8]([C@H:28]3[CH2:33][CH2:32][C@H:31]([N:34]4[CH2:39][CH2:38][O:37][CH2:36][CH2:35]4)[CH2:30][CH2:29]3)[N:9]=[C:10]([C:11]3[CH:16]=[CH:15][C:14]([CH:17]([C:19]4[S:20][C:21]5[CH:27]=[CH:26][CH:25]=[CH:24][C:22]=5[N:23]=4)[OH:18])=[CH:13][CH:12]=3)[C:3]=12, predict the reaction product.